From a dataset of Reaction yield outcomes from USPTO patents with 853,638 reactions. Predict the reaction yield, written as a fraction of the theoretical maximum amount of product (1.0 means a 100% yield; for example, 0.34 means a 34% yield). The reactants are [NH:1]([CH2:8][CH2:9][OH:10])[C:2]1[CH:7]=[CH:6][CH:5]=[CH:4][CH:3]=1.CCO.[OH-].[Na+].Cl[CH2:17][C:18](Cl)=[O:19]. The catalyst is O. The product is [C:2]1([N:1]2[CH2:8][CH2:9][O:10][CH2:17][C:18]2=[O:19])[CH:7]=[CH:6][CH:5]=[CH:4][CH:3]=1. The yield is 0.625.